Dataset: Reaction yield outcomes from USPTO patents with 853,638 reactions. Task: Predict the reaction yield, written as a fraction of the theoretical maximum amount of product (1.0 means a 100% yield; for example, 0.34 means a 34% yield). (1) The reactants are [H-].[Na+].[N+:3]([C:6]1[CH:14]=[CH:13][CH:12]=[C:11]2[C:7]=1[CH:8]=[CH:9][NH:10]2)([O-:5])=[O:4].C(OC([N:22]1[C:30]2[C:25](=[C:26]([CH2:31]Cl)[CH:27]=[CH:28][N:29]=2)[CH:24]=[CH:23]1)=O)(C)(C)C. The catalyst is C1COCC1. The product is [N+:3]([C:6]1[CH:14]=[CH:13][CH:12]=[C:11]2[C:7]=1[CH:8]=[CH:9][N:10]2[CH2:31][C:26]1[CH:27]=[CH:28][N:29]=[C:30]2[NH:22][CH:23]=[CH:24][C:25]=12)([O-:5])=[O:4]. The yield is 0.160. (2) The reactants are [CH3:1][O:2][C:3]1[CH:4]=[CH:5][CH:6]=[C:7]2[C:11]=1[CH:10]([N:12]1[C:17]3[N:18]=[C:19]([S:22][CH3:23])[N:20]=[CH:21][C:16]=3[CH:15]=[CH:14][C:13]1=[O:24])[CH2:9][CH2:8]2.ClC1C=CC=C(C(OO)=[O:33])C=1. The catalyst is ClCCl. The product is [CH3:1][O:2][C:3]1[CH:4]=[CH:5][CH:6]=[C:7]2[C:11]=1[CH:10]([N:12]1[C:17]3[N:18]=[C:19]([S:22]([CH3:23])=[O:33])[N:20]=[CH:21][C:16]=3[CH:15]=[CH:14][C:13]1=[O:24])[CH2:9][CH2:8]2. The yield is 0.870. (3) The reactants are C[O-].[Na+].CO[C:6]([C:8]1[CH:13]=[N:12][CH:11]=[CH:10][N:9]=1)=[O:7].[C:14]([O:17][CH3:18])(=[O:16])[CH3:15]. The catalyst is C1(C)C=CC=CC=1. The product is [O:7]=[C:6]([C:8]1[CH:13]=[N:12][CH:11]=[CH:10][N:9]=1)[CH2:15][C:14]([O:17][CH3:18])=[O:16]. The yield is 0.500. (4) The product is [CH2:13]([N:5]1[N:4]=[C:3]([C:7]([O:9][CH2:10][CH3:11])=[O:8])[C:2]([CH3:1])=[N:6]1)[CH:14]([CH3:16])[CH3:15]. The catalyst is C(#N)C.O. The yield is 0.430. The reactants are [CH3:1][C:2]1[C:3]([C:7]([O:9][CH2:10][CH3:11])=[O:8])=[N:4][NH:5][N:6]=1.Br[CH2:13][CH:14]([CH3:16])[CH3:15].C(=O)([O-])[O-].[K+].[K+].[I-].[K+]. (5) The reactants are [CH3:1][O:2][CH2:3][CH2:4][CH2:5][S:6][C:7]1[CH:8]=[C:9]([O:29][C:30]2[C:31]([CH3:36])=[N:32][CH:33]=[CH:34][CH:35]=2)[C:10]([NH:13][C:14]2[S:18][N:17]=[C:16]([C@H:19]3[CH2:23][O:22]C4(CCCCC4)[O:20]3)[N:15]=2)=[N:11][CH:12]=1.[ClH:37].C(=O)([O-])[O-].[Na+].[Na+]. The catalyst is C(O)C.C(OCC)(=O)C. The product is [ClH:37].[CH3:1][O:2][CH2:3][CH2:4][CH2:5][S:6][C:7]1[CH:8]=[C:9]([O:29][C:30]2[C:31]([CH3:36])=[N:32][CH:33]=[CH:34][CH:35]=2)[C:10]([NH:13][C:14]2[S:18][N:17]=[C:16]([C@H:19]([OH:20])[CH2:23][OH:22])[N:15]=2)=[N:11][CH:12]=1. The yield is 0.900. (6) The reactants are [N:1]1[CH:6]=[CH:5][CH:4]=[CH:3][C:2]=1[C:7]1[CH:12]=[CH:11][C:10]([C:13]2[O:14][C:15]3[C:21]([C:22](OC)=[O:23])=[CH:20][CH:19]=[CH:18][C:16]=3[N:17]=2)=[CH:9][CH:8]=1.[NH3:26]. The catalyst is CO. The product is [N:1]1[CH:6]=[CH:5][CH:4]=[CH:3][C:2]=1[C:7]1[CH:8]=[CH:9][C:10]([C:13]2[O:14][C:15]3[C:21]([C:22]([NH2:26])=[O:23])=[CH:20][CH:19]=[CH:18][C:16]=3[N:17]=2)=[CH:11][CH:12]=1. The yield is 0.690. (7) The reactants are [Cl:1][C:2]1[C:3]2[CH:10]=[CH:9][NH:8][C:4]=2[N:5]=[CH:6][N:7]=1.[I:11]N1C(=O)CCC1=O. The catalyst is C(Cl)(Cl)Cl. The product is [Cl:1][C:2]1[C:3]2[C:10]([I:11])=[CH:9][NH:8][C:4]=2[N:5]=[CH:6][N:7]=1. The yield is 0.820.